Dataset: NCI-60 drug combinations with 297,098 pairs across 59 cell lines. Task: Regression. Given two drug SMILES strings and cell line genomic features, predict the synergy score measuring deviation from expected non-interaction effect. (1) Drug 1: CC1C(C(CC(O1)OC2CC(CC3=C2C(=C4C(=C3O)C(=O)C5=C(C4=O)C(=CC=C5)OC)O)(C(=O)C)O)N)O.Cl. Drug 2: CNC(=O)C1=NC=CC(=C1)OC2=CC=C(C=C2)NC(=O)NC3=CC(=C(C=C3)Cl)C(F)(F)F. Cell line: NCI-H322M. Synergy scores: CSS=13.2, Synergy_ZIP=-2.84, Synergy_Bliss=0.756, Synergy_Loewe=-3.38, Synergy_HSA=-0.516. (2) Drug 1: CC1=C(C=C(C=C1)NC2=NC=CC(=N2)N(C)C3=CC4=NN(C(=C4C=C3)C)C)S(=O)(=O)N.Cl. Drug 2: CS(=O)(=O)OCCCCOS(=O)(=O)C. Cell line: SF-539. Synergy scores: CSS=6.24, Synergy_ZIP=-6.95, Synergy_Bliss=-8.88, Synergy_Loewe=-7.30, Synergy_HSA=-6.56. (3) Drug 1: CC(CN1CC(=O)NC(=O)C1)N2CC(=O)NC(=O)C2. Drug 2: CC1=CC2C(CCC3(C2CCC3(C(=O)C)OC(=O)C)C)C4(C1=CC(=O)CC4)C. Cell line: TK-10. Synergy scores: CSS=10.3, Synergy_ZIP=-0.0951, Synergy_Bliss=5.68, Synergy_Loewe=-2.17, Synergy_HSA=1.56.